This data is from NCI-60 drug combinations with 297,098 pairs across 59 cell lines. The task is: Regression. Given two drug SMILES strings and cell line genomic features, predict the synergy score measuring deviation from expected non-interaction effect. Drug 1: CC1=C(C=C(C=C1)NC2=NC=CC(=N2)N(C)C3=CC4=NN(C(=C4C=C3)C)C)S(=O)(=O)N.Cl. Drug 2: COC1=C2C(=CC3=C1OC=C3)C=CC(=O)O2. Cell line: SR. Synergy scores: CSS=5.91, Synergy_ZIP=2.83, Synergy_Bliss=-4.06, Synergy_Loewe=-3.62, Synergy_HSA=-3.10.